Predict which catalyst facilitates the given reaction. From a dataset of Catalyst prediction with 721,799 reactions and 888 catalyst types from USPTO. (1) Product: [N+:29]([C:6]([C:8]1[CH:17]=[CH:16][C:15]2[C:10](=[CH:11][CH:12]=[C:13]([O:18][C@H:19]3[CH2:20][CH2:21][C@H:22]([C:25]([F:26])([F:27])[F:28])[CH2:23][CH2:24]3)[CH:14]=2)[CH:9]=1)([CH3:7])[CH2:5][CH2:4][C:3]([OH:32])=[O:2])([O-:31])=[O:30]. Reactant: C[O:2][C:3](=[O:32])[CH2:4][CH2:5][C:6]([N+:29]([O-:31])=[O:30])([C:8]1[CH:17]=[CH:16][C:15]2[C:10](=[CH:11][CH:12]=[C:13]([O:18][C@H:19]3[CH2:24][CH2:23][C@H:22]([C:25]([F:28])([F:27])[F:26])[CH2:21][CH2:20]3)[CH:14]=2)[CH:9]=1)[CH3:7].[OH-].[Li+].O. The catalyst class is: 111. (2) Reactant: Cl[C:2]1[CH:19]=[CH:18][C:5]([C:6]([C:8]2[CH:17]=[CH:16][CH:15]=[CH:14][C:9]=2[C:10]([O:12][CH3:13])=[O:11])=[O:7])=[CH:4][C:3]=1[N+:20]([O-:22])=[O:21].[NH:23]1[CH2:28][CH2:27][NH:26][CH2:25][CH2:24]1. Product: [N+:20]([C:3]1[CH:4]=[C:5]([CH:18]=[CH:19][C:2]=1[N:23]1[CH2:28][CH2:27][NH:26][CH2:25][CH2:24]1)[C:6]([C:8]1[CH:17]=[CH:16][CH:15]=[CH:14][C:9]=1[C:10]([O:12][CH3:13])=[O:11])=[O:7])([O-:22])=[O:21]. The catalyst class is: 10. (3) Reactant: ClC1C=CC=C(C(OO)=[O:9])C=1.[CH:12]1([C:18]2[CH:53]=[CH:52][C:21]([CH2:22][O:23][C:24]3[CH:29]=[CH:28][CH:27]=[CH:26][C:25]=3[CH2:30][CH2:31][CH:32]([S:41][C:42]3[CH:51]=[CH:50][C:45]([C:46]([O:48][CH3:49])=[O:47])=[CH:44][CH:43]=3)[CH2:33][CH2:34][CH2:35][CH2:36][C:37]([O:39][CH3:40])=[O:38])=[CH:20][CH:19]=2)[CH2:17][CH2:16][CH2:15][CH2:14][CH2:13]1. Product: [CH:12]1([C:18]2[CH:53]=[CH:52][C:21]([CH2:22][O:23][C:24]3[CH:29]=[CH:28][CH:27]=[CH:26][C:25]=3[CH2:30][CH2:31][CH:32]([S:41]([C:42]3[CH:51]=[CH:50][C:45]([C:46]([O:48][CH3:49])=[O:47])=[CH:44][CH:43]=3)=[O:9])[CH2:33][CH2:34][CH2:35][CH2:36][C:37]([O:39][CH3:40])=[O:38])=[CH:20][CH:19]=2)[CH2:13][CH2:14][CH2:15][CH2:16][CH2:17]1. The catalyst class is: 2.